This data is from Full USPTO retrosynthesis dataset with 1.9M reactions from patents (1976-2016). The task is: Predict the reactants needed to synthesize the given product. Given the product [OH:72][C@H:73]1[CH2:78][CH2:77][O:76][CH2:75][C@@H:74]1[NH:79][C:80](=[O:89])[O:81][CH2:82][C:83]1[CH:88]=[CH:87][CH:86]=[CH:85][CH:84]=1, predict the reactants needed to synthesize it. The reactants are: P([O-])(O)(O)=O.[K+].P(=O)(O)(O)O.O=C[C@@H]([C@H]([C@@H]([C@@H](CO)O)O)O)O.C1C=[N+]([C@@H]2O[C@H](COP(OP(OC[C@H]3O[C@@H](N4C5N=CN=C(N)C=5N=C4)[C@H](OP(O)(O)=O)[C@@H]3O)(O)=O)(O)=O)[C@@H](O)[C@H]2O)C=C(C(N)=O)C=1.[O:72]=[C:73]1[CH2:78][CH2:77][O:76][CH2:75][C@@H:74]1[NH:79][C:80](=[O:89])[O:81][CH2:82][C:83]1[CH:88]=[CH:87][CH:86]=[CH:85][CH:84]=1.[OH-].[Na+].